Dataset: Forward reaction prediction with 1.9M reactions from USPTO patents (1976-2016). Task: Predict the product of the given reaction. Given the reactants [CH2:1]([N:8]([CH2:21][C:22]1[CH:39]=[CH:38][C:25]([O:26][C:27]2[CH:32]=[CH:31][C:30]([CH2:33][CH2:34][C:35](O)=[O:36])=[CH:29][CH:28]=2)=[CH:24][CH:23]=1)[C:9]1[CH:14]=[CH:13][CH:12]=[C:11]([NH:15][S:16]([CH3:19])(=[O:18])=[O:17])[C:10]=1[CH3:20])[C:2]1[CH:7]=[CH:6][CH:5]=[CH:4][CH:3]=1.Cl.C([O:43][C:44](=[O:48])[CH2:45][NH:46][CH3:47])C, predict the reaction product. The product is: [CH2:1]([N:8]([CH2:21][C:22]1[CH:23]=[CH:24][C:25]([O:26][C:27]2[CH:28]=[CH:29][C:30]([CH2:33][CH2:34][C:35]([N:46]([CH3:47])[CH2:45][C:44]([OH:43])=[O:48])=[O:36])=[CH:31][CH:32]=2)=[CH:38][CH:39]=1)[C:9]1[CH:14]=[CH:13][CH:12]=[C:11]([NH:15][S:16]([CH3:19])(=[O:17])=[O:18])[C:10]=1[CH3:20])[C:2]1[CH:3]=[CH:4][CH:5]=[CH:6][CH:7]=1.